Dataset: Reaction yield outcomes from USPTO patents with 853,638 reactions. Task: Predict the reaction yield, written as a fraction of the theoretical maximum amount of product (1.0 means a 100% yield; for example, 0.34 means a 34% yield). (1) The reactants are Br[C:2]1[CH:3]=[CH:4][C:5]([F:8])=[N:6][CH:7]=1.CN(C)CCN(C)C.[Li+].CCC[CH2-].[CH3:22][S:23]SC. No catalyst specified. The product is [F:8][C:5]1[CH:4]=[CH:3][C:2]([S:23][CH3:22])=[CH:7][N:6]=1. The yield is 0.600. (2) The reactants are [Cl:1][CH2:2][CH2:3][N:4]1[C:13](=[O:14])[C:12]2[C:7](=[CH:8][CH:9]=[CH:10][CH:11]=2)[N:6]=[CH:5]1.[F:15][C:16]([F:30])([F:29])[C:17]1[CH:18]=[C:19]([N:23]2[CH2:28][CH2:27][NH:26][CH2:25][CH2:24]2)[CH:20]=[CH:21][CH:22]=1.C(=O)([O-])[O-].[Na+].[Na+].[I-].[Na+].Cl. The catalyst is C(O)(C)C.C1(C)C=CC=CC=1.C(O)C. The product is [ClH:1].[F:30][C:16]([F:15])([F:29])[C:17]1[CH:18]=[C:19]([N:23]2[CH2:28][CH2:27][N:26]([CH2:2][CH2:3][N:4]3[C:13](=[O:14])[C:12]4[C:7](=[CH:8][CH:9]=[CH:10][CH:11]=4)[N:6]=[CH:5]3)[CH2:25][CH2:24]2)[CH:20]=[CH:21][CH:22]=1. The yield is 0.690. (3) The reactants are [F:1][C:2]([F:18])([F:17])[C:3]1[CH:16]=[CH:15][C:6]([C:7]([NH:9][CH:10]([CH3:14])[C:11]([OH:13])=O)=O)=[CH:5][CH:4]=1.[C:19](Cl)(=[O:23])C(Cl)=O.C(N(CC)CC)C.[CH3:32][OH:33]. The catalyst is CN(C=O)C. The product is [CH3:32][O:33][C:19]([C:11]1[O:13][C:7]([C:6]2[CH:5]=[CH:4][C:3]([C:2]([F:1])([F:17])[F:18])=[CH:16][CH:15]=2)=[N:9][C:10]=1[CH3:14])=[O:23]. The yield is 0.350. (4) The reactants are Br[C:2]1[CH:10]=[C:9]([NH2:11])[C:8]([O:12][CH3:13])=[C:7]2[C:3]=1[C:4]1[CH:17]=[C:16]([CH3:18])[CH:15]=[N:14][C:5]=1[NH:6]2.[CH2:19]([S:21]([C:24]1[CH:25]=[C:26](B(O)O)[CH:27]=[CH:28][CH:29]=1)(=[O:23])=[O:22])[CH3:20].O1CCOCC1.C([O-])([O-])=O.[K+].[K+]. The catalyst is CCOC(C)=O.C1C=CC([P]([Pd]([P](C2C=CC=CC=2)(C2C=CC=CC=2)C2C=CC=CC=2)([P](C2C=CC=CC=2)(C2C=CC=CC=2)C2C=CC=CC=2)[P](C2C=CC=CC=2)(C2C=CC=CC=2)C2C=CC=CC=2)(C2C=CC=CC=2)C2C=CC=CC=2)=CC=1. The product is [CH2:19]([S:21]([C:24]1[CH:29]=[C:28]([C:2]2[CH:10]=[C:9]([NH2:11])[C:8]([O:12][CH3:13])=[C:7]3[C:3]=2[C:4]2[CH:17]=[C:16]([CH3:18])[CH:15]=[N:14][C:5]=2[NH:6]3)[CH:27]=[CH:26][CH:25]=1)(=[O:22])=[O:23])[CH3:20]. The yield is 0.820. (5) The reactants are [ClH:1].[CH2:2]([C:7]1[N:8]=[C:9]([NH2:12])[NH:10][CH:11]=1)[CH2:3][CH2:4][C:5]#[CH:6].[N:13]([CH2:16][C:17]1[CH:21]=[CH:20][S:19][CH:18]=1)=[N+:14]=[N-:15]. No catalyst specified. The product is [ClH:1].[S:19]1[CH:20]=[CH:21][C:17]([CH2:16][N:13]2[CH:6]=[C:5]([CH2:4][CH2:3][CH2:2][C:7]3[N:8]=[C:9]([NH2:12])[NH:10][CH:11]=3)[N:15]=[N:14]2)=[CH:18]1. The yield is 0.460. (6) The reactants are Cl[C:2]1[N:7]=[N:6][C:5]([C:8]([F:11])([F:10])[F:9])=[C:4]([C:12]2[CH:17]=[CH:16][CH:15]=[CH:14][CH:13]=2)[CH:3]=1.[CH2:18]1[NH:23][CH2:22][CH2:21][N:20]2[CH2:24][CH2:25][CH2:26][CH:19]12.C(N(C(C)C)CC)(C)C.Cl. The catalyst is C(#N)C.ClCCl.C(OCC)C. The product is [C:12]1([C:4]2[CH:3]=[C:2]([N:23]3[CH2:22][CH2:21][N:20]4[CH2:24][CH2:25][CH2:26][CH:19]4[CH2:18]3)[N:7]=[N:6][C:5]=2[C:8]([F:11])([F:10])[F:9])[CH:17]=[CH:16][CH:15]=[CH:14][CH:13]=1. The yield is 0.540. (7) The reactants are [N+:1]([C:4]1[CH:9]=[CH:8][C:7]([C:10]2[C:14]([C:15]3[CH:20]=[CH:19][N:18]=[C:17]4[N:21]([S:34]([C:37]5[CH:42]=[CH:41][CH:40]=[CH:39][CH:38]=5)(=[O:36])=[O:35])[C:22]([C:24]5[CH:29]=[CH:28][C:27]([NH:30][C:31](=[O:33])[CH3:32])=[CH:26][CH:25]=5)=[CH:23][C:16]=34)=[CH:13][N:12]([CH2:43][CH3:44])[N:11]=2)=[CH:6][CH:5]=1)([O-])=O.[H][H]. The catalyst is [OH-].[Pd+2].[OH-]. The product is [NH2:1][C:4]1[CH:9]=[CH:8][C:7]([C:10]2[C:14]([C:15]3[CH:20]=[CH:19][N:18]=[C:17]4[N:21]([S:34]([C:37]5[CH:38]=[CH:39][CH:40]=[CH:41][CH:42]=5)(=[O:35])=[O:36])[C:22]([C:24]5[CH:25]=[CH:26][C:27]([NH:30][C:31](=[O:33])[CH3:32])=[CH:28][CH:29]=5)=[CH:23][C:16]=34)=[CH:13][N:12]([CH2:43][CH3:44])[N:11]=2)=[CH:6][CH:5]=1. The yield is 0.520. (8) The catalyst is ClCCl. The yield is 0.930. The reactants are [Br:1][C:2]1[N:7]=[C:6]([C@:8]2([CH2:17][CH2:18][O:19][CH3:20])[C:13]([F:15])([F:14])[CH2:12][O:11][C:10]([NH2:16])=[N:9]2)[C:5]([F:21])=[CH:4][CH:3]=1.C(N(CC)CC)C.[CH3:29][O:30][C:31]1[CH:52]=[CH:51][C:34]([C:35](Cl)([C:44]2[CH:49]=[CH:48][CH:47]=[CH:46][CH:45]=2)[C:36]2[CH:41]=[CH:40][C:39]([O:42][CH3:43])=[CH:38][CH:37]=2)=[CH:33][CH:32]=1. The product is [CH3:43][O:42][C:39]1[CH:38]=[CH:37][C:36]([C:35]([NH:16][C:10]2[O:11][CH2:12][C:13]([F:15])([F:14])[C@:8]([C:6]3[C:5]([F:21])=[CH:4][CH:3]=[C:2]([Br:1])[N:7]=3)([CH2:17][CH2:18][O:19][CH3:20])[N:9]=2)([C:34]2[CH:33]=[CH:32][C:31]([O:30][CH3:29])=[CH:52][CH:51]=2)[C:44]2[CH:49]=[CH:48][CH:47]=[CH:46][CH:45]=2)=[CH:41][CH:40]=1. (9) The reactants are [CH2:1]([N:3]([CH2:19][CH3:20])[CH2:4][CH2:5][N:6]1[CH2:11][CH2:10][C:9]2[NH:12][C:13]([CH:16]=O)=[C:14]([CH3:15])[C:8]=2[C:7]1=[O:18])[CH3:2].[O:21]=[C:22]1[CH2:30][C:29]2[C:24](=[CH:25][CH:26]=[C:27]([NH:31][CH:32]=[O:33])[CH:28]=2)[NH:23]1. No catalyst specified. The product is [CH2:1]([N:3]([CH2:19][CH3:20])[CH2:4][CH2:5][N:6]1[CH2:11][CH2:10][C:9]2[NH:12][C:13]([CH:16]=[C:30]3[C:29]4[C:24](=[CH:25][CH:26]=[C:27]([NH:31][CH:32]=[O:33])[CH:28]=4)[NH:23][C:22]3=[O:21])=[C:14]([CH3:15])[C:8]=2[C:7]1=[O:18])[CH3:2]. The yield is 0.806.